The task is: Predict the product of the given reaction.. This data is from Forward reaction prediction with 1.9M reactions from USPTO patents (1976-2016). (1) Given the reactants C(OC([N:8]1[CH2:27][CH2:26][N:11]2[C:12](=[O:25])[C:13]3[C:18]([C@@H:10]2[CH2:9]1)=[CH:17][C:16]([CH2:19][OH:20])=[CH:15][C:14]=3[C:21]([F:24])([F:23])[F:22])=O)(C)(C)C.[ClH:28], predict the reaction product. The product is: [ClH:28].[OH:20][CH2:19][C:16]1[CH:17]=[C:18]2[C:13]([C:12](=[O:25])[N:11]3[CH2:26][CH2:27][NH:8][CH2:9][C@H:10]32)=[C:14]([C:21]([F:23])([F:24])[F:22])[CH:15]=1. (2) Given the reactants [CH3:1][N:2]1[C:11]2[CH:10]=[CH:9][CH:8]=[C:7]3[C@@H:12]4[CH2:17][N:16](C([O-])=O)[CH2:15][CH2:14][C@@H:13]4[N:5]([C:6]=23)[CH2:4][CH2:3]1.[OH-].[K+].[CH2:23](O)[CH2:24]CC, predict the reaction product. The product is: [CH2:23]([CH:4]1[N:5]2[C@H:13]3[CH2:14][CH2:15][NH:16][CH2:17][C@H:12]3[C:7]3[C:6]2=[C:11]([CH:10]=[CH:9][CH:8]=3)[N:2]([CH3:1])[CH2:3]1)[CH3:24].